This data is from NCI-60 drug combinations with 297,098 pairs across 59 cell lines. The task is: Regression. Given two drug SMILES strings and cell line genomic features, predict the synergy score measuring deviation from expected non-interaction effect. (1) Drug 1: CC1OCC2C(O1)C(C(C(O2)OC3C4COC(=O)C4C(C5=CC6=C(C=C35)OCO6)C7=CC(=C(C(=C7)OC)O)OC)O)O. Drug 2: COC1=C2C(=CC3=C1OC=C3)C=CC(=O)O2. Synergy scores: CSS=34.9, Synergy_ZIP=1.72, Synergy_Bliss=1.10, Synergy_Loewe=-17.0, Synergy_HSA=1.16. Cell line: SW-620. (2) Drug 1: C1=CC(=CC=C1CC(C(=O)O)N)N(CCCl)CCCl.Cl. Drug 2: CC(C)NC(=O)C1=CC=C(C=C1)CNNC.Cl. Cell line: NCI/ADR-RES. Synergy scores: CSS=12.5, Synergy_ZIP=2.76, Synergy_Bliss=7.99, Synergy_Loewe=-0.587, Synergy_HSA=4.10.